From a dataset of Forward reaction prediction with 1.9M reactions from USPTO patents (1976-2016). Predict the product of the given reaction. (1) Given the reactants [CH:1]([C:4]1[CH:5]=[C:6]2[C:11](=[CH:12][C:13]=1[O:14]C)[C:10]([CH3:16])=[CH:9][CH:8]=[CH:7]2)([CH3:3])[CH3:2].B(Br)(Br)Br, predict the reaction product. The product is: [CH:1]([C:4]1[C:13]([OH:14])=[CH:12][C:11]2[C:6]([CH:5]=1)=[CH:7][CH:8]=[CH:9][C:10]=2[CH3:16])([CH3:3])[CH3:2]. (2) Given the reactants [C:1]([C:5]1[CH:10]=[CH:9][C:8]([CH:11]=[CH:12][C:13](O)=O)=[CH:7][CH:6]=1)([CH3:4])([CH3:3])[CH3:2].[Br:16][C:17]1[CH:18]=[C:19]([NH2:24])[C:20]([NH2:23])=[CH:21][CH:22]=1, predict the reaction product. The product is: [Br:16][C:17]1[CH:22]=[CH:21][C:20]2[NH:23][C:13](/[CH:12]=[CH:11]/[C:8]3[CH:9]=[CH:10][C:5]([C:1]([CH3:4])([CH3:3])[CH3:2])=[CH:6][CH:7]=3)=[N:24][C:19]=2[CH:18]=1.